This data is from Reaction yield outcomes from USPTO patents with 853,638 reactions. The task is: Predict the reaction yield, written as a fraction of the theoretical maximum amount of product (1.0 means a 100% yield; for example, 0.34 means a 34% yield). (1) The reactants are [Cl:1][C:2]1[N:10]=[C:9]2[C:5]([N:6]=[CH:7][N:8]2[C@H:11]2[C@@H:15]([OH:16])[C@H:14]([OH:17])[CH2:13][S:12]2)=[C:4](Cl)[N:3]=1.[F:19][C:20]1[CH:21]=[C:22]([CH:25]=[CH:26][CH:27]=1)[CH2:23][NH2:24]. The catalyst is C(O)C. The product is [Cl:1][C:2]1[N:10]=[C:9]2[C:5]([N:6]=[CH:7][N:8]2[C@H:11]2[C@H:15]([OH:16])[C@H:14]([OH:17])[CH2:13][S:12]2)=[C:4]([NH:24][CH2:23][C:22]2[CH:25]=[CH:26][CH:27]=[C:20]([F:19])[CH:21]=2)[N:3]=1. The yield is 0.800. (2) The reactants are [CH3:1][C@@H:2]1[CH2:7][CH2:6][C@H:5]([O:8][C:9]2[CH:10]=[C:11]3[C:16](=[CH:17][CH:18]=2)[C:15]([C:19]([O:21][CH3:22])=[O:20])=[CH:14][CH:13]=[CH:12]3)[CH2:4][CH2:3]1.C1C(=O)N([I:30])C(=O)C1.C(O)(C(F)(F)F)=O. The catalyst is CC#N. The product is [I:30][C:10]1[C:9]([O:8][C@H:5]2[CH2:4][CH2:3][C@@H:2]([CH3:1])[CH2:7][CH2:6]2)=[CH:18][CH:17]=[C:16]2[C:11]=1[CH:12]=[CH:13][CH:14]=[C:15]2[C:19]([O:21][CH3:22])=[O:20]. The yield is 0.770. (3) The reactants are C1(OC2C=CC=CC=2)C=CC=CC=1.[C:14]([NH:17][C:18]1[CH:23]=[CH:22][C:21]([NH:24][C:25]([CH3:31])=[CH:26][C:27]([O:29]C)=O)=[CH:20][CH:19]=1)(=[O:16])[CH3:15]. No catalyst specified. The product is [OH:29][C:27]1[C:20]2[C:21](=[CH:22][CH:23]=[C:18]([NH:17][C:14](=[O:16])[CH3:15])[CH:19]=2)[N:24]=[C:25]([CH3:31])[CH:26]=1. The yield is 0.880. (4) The reactants are [CH3:1][S:2][C:3]1[C:13]2[O:12][C:11]3[CH:14]=[CH:15][CH:16]=[CH:17][C:10]=3[N:9]=[C:8]([C:18]3[CH:27]=[CH:26][C:21]([C:22]([O:24][CH3:25])=[O:23])=[CH:20][CH:19]=3)[C:7]=2[CH:6]=[CH:5][CH:4]=1.I(O)(=O)(=O)=[O:29]. The catalyst is C(#N)C.[Fe](Cl)(Cl)Cl. The product is [CH3:1][S:2]([C:3]1[C:13]2[O:12][C:11]3[CH:14]=[CH:15][CH:16]=[CH:17][C:10]=3[N:9]=[C:8]([C:18]3[CH:19]=[CH:20][C:21]([C:22]([O:24][CH3:25])=[O:23])=[CH:26][CH:27]=3)[C:7]=2[CH:6]=[CH:5][CH:4]=1)=[O:29]. The yield is 0.570. (5) The reactants are [Cl:1][C:2]1[C:7]([O:8][CH3:9])=[CH:6][CH:5]=[C:4]([Cl:10])[C:3]=1[NH:11][C:12](=O)[C:13]1[CH:18]=[C:17]([C:19]2[CH:24]=[CH:23][CH:22]=[C:21]([F:25])[CH:20]=2)[CH:16]=[CH:15][C:14]=1[F:26]. The catalyst is C1COCC1. The product is [Cl:1][C:2]1[C:7]([O:8][CH3:9])=[CH:6][CH:5]=[C:4]([Cl:10])[C:3]=1[NH:11][CH2:12][C:13]1[CH:18]=[C:17]([C:19]2[CH:24]=[CH:23][CH:22]=[C:21]([F:25])[CH:20]=2)[CH:16]=[CH:15][C:14]=1[F:26]. The yield is 0.770. (6) The reactants are [CH3:1][O:2][C:3](=[O:11])[CH:4]=[C:5]1[CH2:10][CH2:9][CH2:8][CH2:7][CH2:6]1. The catalyst is CO.[Pd]. The product is [CH3:1][O:2][C:3](=[O:11])[CH2:4][CH:5]1[CH2:6][CH2:7][CH2:8][CH2:9][CH2:10]1. The yield is 0.750. (7) The reactants are [Cl:1][C:2]1[CH:3]=[CH:4][C:5]([OH:10])=[C:6]([CH:9]=1)[CH:7]=O.[NH2:11]OS(O)(=O)=O. The catalyst is O. The product is [Cl:1][C:2]1[CH:3]=[CH:4][C:5]([OH:10])=[C:6]([CH:9]=1)[C:7]#[N:11]. The yield is 0.930. (8) The reactants are [CH3:1][C:2]1[C:7]([CH3:8])=[C:6]([N:9]2[CH2:14][CH2:13][N:12]([C:15]3[CH:20]=[CH:19][C:18]([C:21]([F:24])([F:23])[F:22])=[CH:17][N:16]=3)[CH2:11][CH2:10]2)[N:5]=[N:4][C:3]=1[CH2:25][C:26]#[N:27].[NH2:28]O.C1C[O:33][CH2:32][CH2:31]1. The catalyst is COC(OC)(N(C)C)C. The product is [CH3:1][C:2]1[C:7]([CH3:8])=[C:6]([N:9]2[CH2:10][CH2:11][N:12]([C:15]3[CH:20]=[CH:19][C:18]([C:21]([F:24])([F:23])[F:22])=[CH:17][N:16]=3)[CH2:13][CH2:14]2)[N:5]=[N:4][C:3]=1[CH2:25][C:26]1[N:28]=[C:32]([CH3:31])[O:33][N:27]=1. The yield is 0.450.